Dataset: Forward reaction prediction with 1.9M reactions from USPTO patents (1976-2016). Task: Predict the product of the given reaction. Given the reactants [O:1]=[C:2]1[N:6]([C:7]([O:9][CH3:10])=[O:8])[C@H:5]([C:11]([O:13][CH3:14])=[O:12])[CH2:4][CH2:3]1.[CH2:15]([BH-](CC)CC)C.[Li+].O.C1(C)C=CC(S(O)(=O)=O)=CC=1, predict the reaction product. The product is: [CH3:15][O:1][CH:2]1[N:6]([C:7]([O:9][CH3:10])=[O:8])[C@H:5]([C:11]([O:13][CH3:14])=[O:12])[CH2:4][CH2:3]1.